Predict the reactants needed to synthesize the given product. From a dataset of Full USPTO retrosynthesis dataset with 1.9M reactions from patents (1976-2016). (1) Given the product [O:38]1[CH2:41][CH:40]([NH:24][CH:21]2[CH2:20][CH2:19][CH:18]([O:17][C:8]3[C:7]4[C:6]5[C@@H:5]([CH2:4][C:1]([NH2:2])=[O:3])[CH2:16][CH2:15][C:14]=5[S:13][C:12]=4[N:11]=[CH:10][N:9]=3)[CH2:23][CH2:22]2)[CH2:39]1, predict the reactants needed to synthesize it. The reactants are: [C:1]([CH2:4][C@H:5]1[CH2:16][CH2:15][C:14]2[S:13][C:12]3[N:11]=[CH:10][N:9]=[C:8]([O:17][CH:18]4[CH2:23][CH2:22][CH:21]([NH:24]C(=O)OC(C)(C)C)[CH2:20][CH2:19]4)[C:7]=3[C:6]1=2)(=[O:3])[NH2:2].Cl.C(=O)(O)[O-].[Na+].[O:38]1[CH2:41][C:40](=O)[CH2:39]1.[BH3-]C#N.[Na+]. (2) Given the product [NH2:1][C:2]1[CH:7]=[CH:6][C:5]([O:10][CH3:9])=[CH:4][N:3]=1, predict the reactants needed to synthesize it. The reactants are: [NH2:1][C:2]1[CH:7]=[CH:6][C:5](Br)=[CH:4][N:3]=1.[CH3:9][O-:10].[Na+]. (3) The reactants are: [C:1]([C:5]1[N:6]([CH2:18][CH:19]2[CH2:24][CH2:23][CH2:22][CH2:21][CH2:20]2)[CH:7]=[C:8]([C:10]2[CH:11]=C([CH:15]=[CH:16][CH:17]=2)C#N)[N:9]=1)([CH3:4])([CH3:3])[CH3:2].[OH-:25].[Na+].[CH2:27]([OH:29])[CH3:28]. Given the product [C:1]([C:5]1[N:6]([CH2:18][CH:19]2[CH2:24][CH2:23][CH2:22][CH2:21][CH2:20]2)[CH:7]=[C:8]([C:10]2[CH:11]=[C:28]([CH:15]=[CH:16][CH:17]=2)[C:27]([OH:25])=[O:29])[N:9]=1)([CH3:4])([CH3:3])[CH3:2], predict the reactants needed to synthesize it.